From a dataset of Full USPTO retrosynthesis dataset with 1.9M reactions from patents (1976-2016). Predict the reactants needed to synthesize the given product. (1) Given the product [Br:8][C:9]1[CH:10]=[C:11]2[C:21](=[CH:22][CH:23]=1)[O:20][C:14]1([CH2:15][CH2:16][CH2:17][CH2:18][CH2:19]1)[CH2:13]/[C:12]/2=[N:7]\[S:5]([C:2]([CH3:4])([CH3:3])[CH3:1])=[O:6], predict the reactants needed to synthesize it. The reactants are: [CH3:1][C:2]([S:5]([NH2:7])=[O:6])([CH3:4])[CH3:3].[Br:8][C:9]1[CH:10]=[C:11]2[C:21](=[CH:22][CH:23]=1)[O:20][C:14]1([CH2:19][CH2:18][CH2:17][CH2:16][CH2:15]1)[CH2:13][C:12]2=O. (2) Given the product [Cl:1][C:2]1[CH:10]=[CH:9][C:8]2[N:7](/[CH:11]=[C:12](/[C:15]3[CH:20]=[CH:19][C:18]([Cl:21])=[CH:17][C:16]=3[Cl:22])\[CH3:13])[C:6]3[CH2:23][CH2:24][N:25]([CH3:27])[CH2:26][C:5]=3[C:4]=2[CH:3]=1, predict the reactants needed to synthesize it. The reactants are: [Cl:1][C:2]1[CH:10]=[CH:9][C:8]2[N:7]([CH2:11][C:12]([C:15]3[CH:20]=[CH:19][C:18]([Cl:21])=[CH:17][C:16]=3[Cl:22])(O)[CH3:13])[C:6]3[CH2:23][CH2:24][N:25]([CH3:27])[CH2:26][C:5]=3[C:4]=2[CH:3]=1.S(=O)(=O)(O)O.[OH-].[K+]. (3) The reactants are: Br[C:2]1[C:3](=[O:16])[N:4]([C@@H:9]([CH:13]2[CH2:15][CH2:14]2)COC)[CH:5]=[C:6]([Br:8])[N:7]=1.[F:17][CH:18]([F:29])[O:19][C:20]1[N:25]=[C:24]([CH3:26])[C:23]([NH2:27])=[CH:22][C:21]=1[CH3:28].[CH3:30][Si]([N-][Si](C)(C)C)(C)C.[Na+].C1C[O:43][CH2:42]C1. Given the product [Br:8][C:6]1[N:7]=[C:2]([NH:27][C:23]2[C:24]([CH3:26])=[N:25][C:20]([O:19][CH:18]([F:17])[F:29])=[C:21]([CH3:28])[CH:22]=2)[C:3](=[O:16])[N:4]([CH2:9][C@H:13]([CH:15]2[CH2:14][CH2:30]2)[O:43][CH3:42])[CH:5]=1, predict the reactants needed to synthesize it. (4) Given the product [C@H:46]1([O:45][C@@H:44]2[C@@H:77]([CH2:79][OH:80])[O:78][C@H:25]([O:24][C@H:13]3[C@H:14]([OH:16])[CH2:15][NH:11][C@@H:12]3[CH2:88][OH:89])[C@H:26]([OH:27])[C@H:35]2[OH:36])[O:75][C@H:74]([CH3:76])[C@@H:65]([OH:66])[C@H:56]([OH:57])[C@H:47]1[OH:48], predict the reactants needed to synthesize it. The reactants are: C(OC([N:11]1[CH2:15][C@@H:14]([O:16]CC2C=CC=CC=2)[C@H:13]([O:24][C@@H:25]2[O:78][C@H:77]([CH2:79][O:80]CC3C=CC=CC=3)[C@@H:44]([O:45][C@H:46]3[O:75][C@H:74]([CH3:76])[C@@H:65]([O:66]CC4C=CC=CC=4)[C@H:56]([O:57]CC4C=CC=CC=4)[C@H:47]3[O:48]CC3C=CC=CC=3)[C@H:35]([O:36]CC3C=CC=CC=3)[C@H:26]2[O:27]CC2C=CC=CC=2)[C@H:12]1[CH2:88][O:89]CC1C=CC=CC=1)=O)C1C=CC=CC=1.C([O:16][C@@H:14]1[CH2:15][N:11](C(OCC2C=CC=CC=2)=O)[C@H:12]([CH2:88][O:89]CC2C=CC=CC=2)[C@H:13]1[O:24][C@H:25]1[O:78][C@H:77]([CH2:79][O:80]CC2C=CC=CC=2)[C@@H:44]([O:45][C@H:46]2[O:75][C@H:74]([CH3:76])[C@@H:65]([O:66]CC3C=CC=CC=3)[C@H:56]([O:57]CC3C=CC=CC=3)[C@H:47]2[O:48]CC2C=CC=CC=2)[C@H:35]([O:36]CC2C=CC=CC=2)[C@H:26]1[O:27]CC1C=CC=CC=1)C1C=CC=CC=1.Cl. (5) Given the product [Cl:20][C:8]1[C:7]([CH2:6][O:5][C:27]2[C:26]([F:29])=[CH:25][C:24]([CH2:30][CH2:31][C:32]([O:34][CH2:35][CH3:36])=[O:33])=[CH:23][C:22]=2[F:21])=[C:11]([C:12]2[CH:17]=[CH:16][C:15]([CH2:18][CH3:19])=[CH:14][CH:13]=2)[S:10][N:9]=1, predict the reactants needed to synthesize it. The reactants are: CS([O:5][CH2:6][C:7]1[C:8]([Cl:20])=[N:9][S:10][C:11]=1[C:12]1[CH:17]=[CH:16][C:15]([CH2:18][CH3:19])=[CH:14][CH:13]=1)(=O)=O.[F:21][C:22]1[CH:23]=[C:24]([CH2:30][CH2:31][C:32]([O:34][CH2:35][CH3:36])=[O:33])[CH:25]=[C:26]([F:29])[C:27]=1O.C(=O)([O-])[O-].[K+].[K+]. (6) The reactants are: [F:1][C:2]1[CH:3]=[C:4]2[C:8](=[CH:9][CH:10]=1)[NH:7][C:6](=[O:11])[C:5]2=[C:12]1[C:20]2[C:15](=[CH:16][C:17]([CH2:21][CH2:22][CH2:23][OH:24])=[CH:18][CH:19]=2)[C:14]([CH3:26])([CH3:25])[O:13]1.C(N(CC)CC)C.[CH3:34][S:35](Cl)(=[O:37])=[O:36]. Given the product [F:1][C:2]1[CH:3]=[C:4]2[C:8](=[CH:9][CH:10]=1)[NH:7][C:6](=[O:11])[C:5]2=[C:12]1[C:20]2[C:15](=[CH:16][C:17]([CH2:21][CH2:22][CH2:23][O:24][S:35]([CH3:34])(=[O:37])=[O:36])=[CH:18][CH:19]=2)[C:14]([CH3:26])([CH3:25])[O:13]1, predict the reactants needed to synthesize it. (7) Given the product [Br:27][C:24]1[CH:25]=[CH:26][C:21]([C:19]2[N:6]([CH2:5][CH2:4][CH2:3][N:2]([CH3:1])[CH3:16])[C:7](=[N:9][C:10]3[CH:15]=[CH:14][CH:13]=[CH:12][CH:11]=3)[S:8][CH:18]=2)=[CH:22][CH:23]=1, predict the reactants needed to synthesize it. The reactants are: [CH3:1][N:2]([CH3:16])[CH2:3][CH2:4][CH2:5][NH:6][C:7]([NH:9][C:10]1[CH:15]=[CH:14][CH:13]=[CH:12][CH:11]=1)=[S:8].Br[CH2:18][C:19]([C:21]1[CH:26]=[CH:25][C:24]([Br:27])=[CH:23][CH:22]=1)=O. (8) Given the product [CH:1]1([CH2:7][CH2:8][CH2:9][C@@H:10]([C:19]2[O:23][N:22]=[C:21]([CH2:24][N:40]([CH2:39][CH2:38][N:37]([CH3:42])[CH3:36])[CH3:41])[N:20]=2)[CH2:11][C:12]([O:14][C:15]([CH3:17])([CH3:18])[CH3:16])=[O:13])[CH2:2][CH2:3][CH2:4][CH2:5][CH2:6]1, predict the reactants needed to synthesize it. The reactants are: [CH:1]1([CH2:7][CH2:8][CH2:9][C@@H:10]([C:19]2[O:23][N:22]=[C:21]([CH2:24]OS(C3C=CC(C)=CC=3)(=O)=O)[N:20]=2)[CH2:11][C:12]([O:14][C:15]([CH3:18])([CH3:17])[CH3:16])=[O:13])[CH2:6][CH2:5][CH2:4][CH2:3][CH2:2]1.[CH3:36][N:37]([CH3:42])[CH2:38][CH2:39][NH:40][CH3:41].